Dataset: NCI-60 drug combinations with 297,098 pairs across 59 cell lines. Task: Regression. Given two drug SMILES strings and cell line genomic features, predict the synergy score measuring deviation from expected non-interaction effect. (1) Drug 1: CC(CN1CC(=O)NC(=O)C1)N2CC(=O)NC(=O)C2. Drug 2: CCN(CC)CCCC(C)NC1=C2C=C(C=CC2=NC3=C1C=CC(=C3)Cl)OC. Cell line: RXF 393. Synergy scores: CSS=32.2, Synergy_ZIP=-7.30, Synergy_Bliss=3.01, Synergy_Loewe=3.40, Synergy_HSA=6.08. (2) Drug 1: CC(CN1CC(=O)NC(=O)C1)N2CC(=O)NC(=O)C2. Drug 2: CCC1=C2CN3C(=CC4=C(C3=O)COC(=O)C4(CC)O)C2=NC5=C1C=C(C=C5)O. Cell line: EKVX. Synergy scores: CSS=16.9, Synergy_ZIP=-3.91, Synergy_Bliss=-0.398, Synergy_Loewe=-5.22, Synergy_HSA=1.09. (3) Drug 1: CC(C)(C#N)C1=CC(=CC(=C1)CN2C=NC=N2)C(C)(C)C#N. Drug 2: CC1=C(C=C(C=C1)C(=O)NC2=CC(=CC(=C2)C(F)(F)F)N3C=C(N=C3)C)NC4=NC=CC(=N4)C5=CN=CC=C5. Cell line: SF-539. Synergy scores: CSS=3.07, Synergy_ZIP=-3.38, Synergy_Bliss=-4.35, Synergy_Loewe=0.842, Synergy_HSA=-1.09.